Dataset: Reaction yield outcomes from USPTO patents with 853,638 reactions. Task: Predict the reaction yield, written as a fraction of the theoretical maximum amount of product (1.0 means a 100% yield; for example, 0.34 means a 34% yield). (1) The catalyst is ClCCl. The product is [Br:1][C:2]1[CH:3]=[N+:4]([O-:28])[CH:5]=[CH:6][C:7]=1[O:8][CH:9]1[CH2:10][CH2:11][C:12]2([CH2:15][CH2:16][CH2:17][CH2:18][CH2:19]2)[CH2:13][CH2:14]1. The yield is 0.890. The reactants are [Br:1][C:2]1[CH:3]=[N:4][CH:5]=[CH:6][C:7]=1[O:8][CH:9]1[CH2:14][CH2:13][C:12]2([CH2:19][CH2:18][CH2:17][CH2:16][CH2:15]2)[CH2:11][CH2:10]1.ClC1C=CC=C(C(OO)=[O:28])C=1. (2) The yield is 0.452. The reactants are CC1C=CC(S(O[CH2:12][C@H:13]2[CH2:15][O:14]2)(=O)=O)=CC=1.C(=O)([O-])[O-].[K+].[K+].[CH3:22][NH:23][C:24]([C:26]1[CH:27]=[C:28]2[C:33](=[CH:34][C:35]=1[OH:36])[N:32]=[CH:31][CH:30]=[C:29]2[O:37][C:38]1[CH:43]=[CH:42][C:41]([NH:44][C:45]([NH:47][CH3:48])=[O:46])=[C:40]([Cl:49])[CH:39]=1)=[O:25].[CH2:50]([NH:52][CH2:53][CH3:54])[CH3:51]. The catalyst is O.C(OCC)(=O)C.O1CCCC1.CN(C)C=O. The product is [CH3:22][NH:23][C:24]([C:26]1[CH:27]=[C:28]2[C:33](=[CH:34][C:35]=1[O:36][CH2:15][C@H:13]([OH:14])[CH2:12][N:52]([CH2:53][CH3:54])[CH2:50][CH3:51])[N:32]=[CH:31][CH:30]=[C:29]2[O:37][C:38]1[CH:43]=[CH:42][C:41]([NH:44][C:45]([NH:47][CH3:48])=[O:46])=[C:40]([Cl:49])[CH:39]=1)=[O:25]. (3) The reactants are C([NH:4][OH:5])(=O)C.C([O-])([O-])=O.[K+].[K+].F[C:13]1[CH:20]=[CH:19][C:18]([N:21]2[C:25]3[C:26](=[O:43])[N:27]([C:30]4[CH:35]=[CH:34][C:33]([N:36]5[CH2:41][CH2:40][CH2:39][CH2:38][C:37]5=[O:42])=[CH:32][CH:31]=4)[CH2:28][CH2:29][C:24]=3[C:23]([C:44]([F:47])([F:46])[F:45])=[N:22]2)=[CH:17][C:14]=1[C:15]#[N:16].C(O)(C(F)(F)F)=O. The catalyst is CN(C=O)C.O. The product is [NH2:16][C:15]1[C:14]2[CH:17]=[C:18]([N:21]3[C:25]4[C:26](=[O:43])[N:27]([C:30]5[CH:35]=[CH:34][C:33]([N:36]6[CH2:41][CH2:40][CH2:39][CH2:38][C:37]6=[O:42])=[CH:32][CH:31]=5)[CH2:28][CH2:29][C:24]=4[C:23]([C:44]([F:46])([F:45])[F:47])=[N:22]3)[CH:19]=[CH:20][C:13]=2[O:5][N:4]=1. The yield is 0.670.